This data is from Full USPTO retrosynthesis dataset with 1.9M reactions from patents (1976-2016). The task is: Predict the reactants needed to synthesize the given product. (1) Given the product [CH2:34]([O:31][C:30](=[O:32])[C@H:29]([OH:33])[CH2:28][N:12]([CH2:13][C:14]1[CH:19]=[CH:18][C:17]([C:20]2[CH:25]=[C:24]([Cl:26])[CH:23]=[CH:22][C:21]=2[F:27])=[CH:16][CH:15]=1)[NH:11][C:9]([C:6]1[NH:7][N:8]=[C:4]([C:1](=[O:3])[CH3:2])[CH:5]=1)=[O:10])[CH:35]([CH3:37])[CH3:36], predict the reactants needed to synthesize it. The reactants are: [C:1]([C:4]1[CH:5]=[C:6]([C:9]([NH:11][N:12]([CH2:28][C@@H:29]([OH:33])[C:30]([OH:32])=[O:31])[CH2:13][C:14]2[CH:19]=[CH:18][C:17]([C:20]3[CH:25]=[C:24]([Cl:26])[CH:23]=[CH:22][C:21]=3[F:27])=[CH:16][CH:15]=2)=[O:10])[NH:7][N:8]=1)(=[O:3])[CH3:2].[CH2:34](O)[CH:35]([CH3:37])[CH3:36].Cl.O1CCOCC1. (2) Given the product [CH3:27][O:28][C:29](=[O:37])[CH2:30][O:31][CH2:32][C:33]#[C:34][CH2:35][I:20], predict the reactants needed to synthesize it. The reactants are: C1(P(C2C=CC=CC=2)C2C=CC=CC=2)C=CC=CC=1.[I:20]I.N1C=CN=C1.[CH3:27][O:28][C:29](=[O:37])[CH2:30][O:31][CH2:32][C:33]#[C:34][CH2:35]O. (3) The reactants are: [ClH:1].O1CCOCC1.C(OC([N:15]1[CH2:20][CH2:19][C:18]([NH:32]C(OC(C)(C)C)=O)([CH2:21][NH:22][C:23](=[O:31])[C:24]2[CH:29]=[CH:28][C:27]([Cl:30])=[CH:26][CH:25]=2)[CH2:17][CH2:16]1)=O)(C)(C)C. Given the product [ClH:30].[ClH:1].[NH2:32][C:18]1([CH2:21][NH:22][C:23](=[O:31])[C:24]2[CH:25]=[CH:26][C:27]([Cl:30])=[CH:28][CH:29]=2)[CH2:19][CH2:20][NH:15][CH2:16][CH2:17]1, predict the reactants needed to synthesize it. (4) Given the product [C:12]([C:7]1[CH:6]=[CH:5][C:4]2[C:9](=[CH:10][CH:11]=[C:2]([C:51]([O:57][CH3:56])=[O:52])[CH:3]=2)[N:8]=1)([CH3:14])=[CH2:13], predict the reactants needed to synthesize it. The reactants are: Br[C:2]1[CH:3]=[C:4]2[C:9](=[CH:10][CH:11]=1)[N:8]=[C:7]([C:12]([CH3:14])=[CH2:13])[CH:6]=[CH:5]2.C1(P(C2C=CC=CC=2)CCCP(C2C=CC=CC=2)C2C=CC=CC=2)C=CC=CC=1.C(N(CC)CC)C.[CH3:51][OH:52].CN([CH:56]=[O:57])C. (5) Given the product [Cl:1][C:2]1[CH:10]=[CH:9][C:8]([Cl:11])=[CH:7][C:3]=1[C:4]([NH:12][C:13]1[CH:22]=[CH:21][C:20]2[C:19](=[O:23])[CH2:18][CH2:17][CH2:16][C:15]=2[CH:14]=1)=[O:6], predict the reactants needed to synthesize it. The reactants are: [Cl:1][C:2]1[CH:10]=[CH:9][C:8]([Cl:11])=[CH:7][C:3]=1[C:4]([OH:6])=O.[NH2:12][C:13]1[CH:14]=[C:15]2[C:20](=[CH:21][CH:22]=1)[C:19](=[O:23])[CH2:18][CH2:17][CH2:16]2.C(N(CC)CC)C. (6) Given the product [C:1]([O:5][C:6]([NH:8][C@H:9]([C:20]([NH:22][C@@H:23]([C:25]([NH:27][CH2:28][C@H:29]([NH2:37])[CH2:30][C:31]1[CH:36]=[CH:35][CH:34]=[CH:33][CH:32]=1)=[O:26])[CH3:24])=[O:21])[CH2:10][C:11]1[C:16]([CH3:17])=[CH:15][C:14]([OH:18])=[CH:13][C:12]=1[CH3:19])=[O:7])([CH3:2])([CH3:3])[CH3:4], predict the reactants needed to synthesize it. The reactants are: [C:1]([O:5][C:6]([NH:8][C@H:9]([C:20]([NH:22][C@@H:23]([C:25]([NH:27][CH2:28][C@H:29]([NH:37]C(OCC1C=CC=CC=1)=O)[CH2:30][C:31]1[CH:36]=[CH:35][CH:34]=[CH:33][CH:32]=1)=[O:26])[CH3:24])=[O:21])[CH2:10][C:11]1[C:16]([CH3:17])=[CH:15][C:14]([OH:18])=[CH:13][C:12]=1[CH3:19])=[O:7])([CH3:4])([CH3:3])[CH3:2]. (7) Given the product [CH3:10][O:11][C:12]([N:14]1[CH2:20][CH2:19][C:18]([CH:16]=[O:17])([C:21]2[CH:22]=[CH:23][CH:24]=[CH:25][CH:26]=2)[CH2:15]1)=[O:13], predict the reactants needed to synthesize it. The reactants are: B(F)(F)F.CCOCC.[CH3:10][O:11][C:12]([N:14]1[CH2:20][CH2:19][C:18]2([C:21]3[CH:26]=[CH:25][CH:24]=[CH:23][CH:22]=3)[CH:16]([O:17]2)[CH2:15]1)=[O:13].